This data is from Forward reaction prediction with 1.9M reactions from USPTO patents (1976-2016). The task is: Predict the product of the given reaction. (1) Given the reactants O[C:2]([C@H:7]1[CH2:11][O:10][C:9]([CH3:13])([CH3:12])[N:8]1[C:14]([O:16][C:17]([CH3:20])([CH3:19])[CH3:18])=[O:15])([CH2:5][CH3:6])[CH2:3][CH3:4].C(N(CC)CC)C.CS(Cl)(=O)=O.O, predict the reaction product. The product is: [CH3:13][C:9]1([CH3:12])[N:8]([C:14]([O:16][C:17]([CH3:18])([CH3:19])[CH3:20])=[O:15])[C@@H:7]([C:2]([CH2:5][CH3:6])=[CH:3][CH3:4])[CH2:11][O:10]1. (2) Given the reactants Cl[C:2]1[C:11]([CH:12]([CH3:14])[CH3:13])=[C:10]([Cl:15])[C:9]2[C:4](=[CH:5][C:6]([F:16])=[CH:7][CH:8]=2)[N:3]=1.[CH3:17][C:18]1[CH:23]=[CH:22][N:21]=[C:20]([Sn](CCCC)(CCCC)CCCC)[CH:19]=1, predict the reaction product. The product is: [Cl:15][C:10]1[C:9]2[C:4](=[CH:5][C:6]([F:16])=[CH:7][CH:8]=2)[N:3]=[C:2]([C:20]2[CH:19]=[C:18]([CH3:17])[CH:23]=[CH:22][N:21]=2)[C:11]=1[CH:12]([CH3:14])[CH3:13].